Task: Predict the reactants needed to synthesize the given product.. Dataset: Full USPTO retrosynthesis dataset with 1.9M reactions from patents (1976-2016) (1) Given the product [F:29][C:28]([F:31])([F:30])[S:25]([O:1][C:2]1[CH2:7][CH2:6][N:5]([C:8]([O:10][CH2:11][C:12]2[CH:17]=[CH:16][CH:15]=[CH:14][CH:13]=2)=[O:9])[CH2:4][CH:3]=1)(=[O:27])=[O:26], predict the reactants needed to synthesize it. The reactants are: [O:1]=[C:2]1[CH2:7][CH2:6][N:5]([C:8]([O:10][CH2:11][C:12]2[CH:17]=[CH:16][CH:15]=[CH:14][CH:13]=2)=[O:9])[CH2:4][CH2:3]1.C1C=CC(N([S:25]([C:28]([F:31])([F:30])[F:29])(=[O:27])=[O:26])[S:25]([C:28]([F:31])([F:30])[F:29])(=[O:27])=[O:26])=CC=1.C[Si](C)(C)[N-][Si](C)(C)C.[Li+]. (2) Given the product [CH2:20]([O:19][C:2]1[C:7]([O:8][CH2:9][CH2:10][OH:11])=[CH:6][CH:5]=[CH:4][N:3]=1)[CH3:21], predict the reactants needed to synthesize it. The reactants are: Br[C:2]1[C:7]([O:8][CH2:9][CH2:10][O:11][Si](C(C)(C)C)(C)C)=[CH:6][CH:5]=[CH:4][N:3]=1.[O-:19][CH2:20][CH3:21].[Na+]. (3) Given the product [CH3:29][C:27]1[NH:28][C:24]([S:23][C:10]2[CH:9]=[CH:8][C:4]3[N:5]=[CH:6][N:7]=[C:2]([NH:22][C:14]4[S:15][C:16]5[C:21]([N:13]=4)=[CH:20][CH:19]=[CH:18][N:17]=5)[C:3]=3[N:11]=2)=[N:25][N:26]=1, predict the reactants needed to synthesize it. The reactants are: Cl[C:2]1[C:3]2[N:11]=[C:10](Cl)[CH:9]=[CH:8][C:4]=2[N:5]=[CH:6][N:7]=1.[N:13]1[C:21]2[C:16](=[N:17][CH:18]=[CH:19][CH:20]=2)[S:15][C:14]=1[NH2:22].[SH:23][C:24]1[N:28]=[C:27]([CH3:29])[NH:26][N:25]=1. (4) Given the product [Cl:54][C:49]1[CH:48]=[C:47]([CH:52]=[CH:51][C:50]=1[Cl:53])[CH2:46][O:45][C:42]1[CH:41]=[CH:40][C:39]([C@H:37]2[CH2:36][O:35][C:31]3=[CH:32][C:33]4[CH2:34][C@@H:25]([C:23]([NH:22][C@@H:6]([CH2:7][C:8]5[CH:13]=[CH:12][C:11]([C:14]6[CH:19]=[CH:18][N:17]=[C:16]([CH3:20])[C:15]=6[CH3:21])=[CH:10][CH:9]=5)[C:5]([OH:4])=[O:55])=[O:24])[N:26]([C:62]([C:61]5[C:57]([CH3:56])=[N:58][O:59][C:60]=5[CH3:65])=[O:63])[CH2:27][C:28]=4[CH:29]=[C:30]3[O:38]2)=[CH:44][CH:43]=1, predict the reactants needed to synthesize it. The reactants are: Cl.Cl.C[O:4][C:5](=[O:55])[C@@H:6]([NH:22][C:23]([C@@H:25]1[CH2:34][C:33]2[CH:32]=[C:31]3[O:35][CH2:36][C@H:37]([C:39]4[CH:44]=[CH:43][C:42]([O:45][CH2:46][C:47]5[CH:52]=[CH:51][C:50]([Cl:53])=[C:49]([Cl:54])[CH:48]=5)=[CH:41][CH:40]=4)[O:38][C:30]3=[CH:29][C:28]=2[CH2:27][NH:26]1)=[O:24])[CH2:7][C:8]1[CH:13]=[CH:12][C:11]([C:14]2[CH:19]=[CH:18][N:17]=[C:16]([CH3:20])[C:15]=2[CH3:21])=[CH:10][CH:9]=1.[CH3:56][C:57]1[C:61]([C:62](Cl)=[O:63])=[C:60]([CH3:65])[O:59][N:58]=1.